From a dataset of TCR-epitope binding with 47,182 pairs between 192 epitopes and 23,139 TCRs. Binary Classification. Given a T-cell receptor sequence (or CDR3 region) and an epitope sequence, predict whether binding occurs between them. (1) The epitope is DATYQRTRALVR. The TCR CDR3 sequence is CASSPDSKETQYF. Result: 0 (the TCR does not bind to the epitope). (2) The epitope is VLAWLYAAV. The TCR CDR3 sequence is CASSLGRGSKKLFF. Result: 0 (the TCR does not bind to the epitope). (3) The epitope is EIYKRWII. The TCR CDR3 sequence is CASSFGGARTGELFF. Result: 0 (the TCR does not bind to the epitope). (4) The TCR CDR3 sequence is CASSQDPENTEAFF. Result: 1 (the TCR binds to the epitope). The epitope is AVFDRKSDAK. (5) The epitope is AVFDRKSDAK. The TCR CDR3 sequence is CASSMVGSSTYNEQFF. Result: 1 (the TCR binds to the epitope). (6) The epitope is FVDGVPFVV. The TCR CDR3 sequence is CASSLAPQDTQYF. Result: 1 (the TCR binds to the epitope).